From a dataset of Forward reaction prediction with 1.9M reactions from USPTO patents (1976-2016). Predict the product of the given reaction. (1) Given the reactants [CH3:1][Mg]Br.CON(C)[C:7](=[O:54])[CH2:8][C@H:9]1[CH2:14][C@H:13]([C:15]2[CH:20]=[CH:19][C:18]([CH2:21][O:22][CH2:23][CH2:24][O:25][CH3:26])=[CH:17][CH:16]=2)[C@@H:12]([O:27][CH2:28][C:29]2[CH:30]=[CH:31][C:32]3[O:37][CH2:36][CH2:35][N:34]([CH2:38][CH2:39][CH2:40][O:41][CH3:42])[C:33]=3[CH:43]=2)[CH2:11][N:10]1[S:44]([C:47]1[CH:52]=[CH:51][C:50]([CH3:53])=[CH:49][CH:48]=1)(=[O:46])=[O:45].S([O-])(O)(=O)=O.[K+], predict the reaction product. The product is: [CH3:26][O:25][CH2:24][CH2:23][O:22][CH2:21][C:18]1[CH:19]=[CH:20][C:15]([C@@H:13]2[C@@H:12]([O:27][CH2:28][C:29]3[CH:30]=[CH:31][C:32]4[O:37][CH2:36][CH2:35][N:34]([CH2:38][CH2:39][CH2:40][O:41][CH3:42])[C:33]=4[CH:43]=3)[CH2:11][N:10]([S:44]([C:47]3[CH:52]=[CH:51][C:50]([CH3:53])=[CH:49][CH:48]=3)(=[O:45])=[O:46])[C@@H:9]([CH2:8][C:7](=[O:54])[CH3:1])[CH2:14]2)=[CH:16][CH:17]=1. (2) Given the reactants [CH2:1]([O:8][C:9]([NH:11][C@@H:12]([CH2:19][CH:20]1[CH2:22][CH2:21]1)[CH:13]([OH:18])[C:14]([O:16]C)=[O:15])=[O:10])[C:2]1[CH:7]=[CH:6][CH:5]=[CH:4][CH:3]=1.[Li+].[OH-].Cl, predict the reaction product. The product is: [CH2:1]([O:8][C:9]([NH:11][C@@H:12]([CH2:19][CH:20]1[CH2:21][CH2:22]1)[CH:13]([OH:18])[C:14]([OH:16])=[O:15])=[O:10])[C:2]1[CH:3]=[CH:4][CH:5]=[CH:6][CH:7]=1. (3) Given the reactants Br[C:2]1[CH:3]=[CH:4][C:5]2[O:9][C:8]([CH:10]=[CH2:11])=[N:7][C:6]=2[CH:12]=1.[C:13]([C:15]1[CH:20]=[CH:19][C:18](B(O)O)=[CH:17][CH:16]=1)#[N:14].C(P(C(C)(C)C)C(C)(C)C)(C)(C)C.O1CCCC1, predict the reaction product. The product is: [CH:10]([C:8]1[O:9][C:5]2[CH:4]=[CH:3][C:2]([C:18]3[CH:19]=[CH:20][C:15]([C:13]#[N:14])=[CH:16][CH:17]=3)=[CH:12][C:6]=2[N:7]=1)=[CH2:11]. (4) Given the reactants [NH:1]1[CH:5]=[CH:4][N:3]=[CH:2]1.[CH:6](OCC)([O:10][CH2:11][CH3:12])[O:7][CH2:8][CH3:9].O.C1(C)C=CC(S(O)(=O)=O)=CC=1, predict the reaction product. The product is: [CH2:8]([O:7][CH:6]([O:10][CH2:11][CH3:12])[N:1]1[CH:5]=[CH:4][N:3]=[CH:2]1)[CH3:9]. (5) Given the reactants [NH2:1][C:2]1[N:7]=[C:6]([OH:8])[C:5]([C:9]([NH:11][CH2:12][C:13]2[CH:18]=[CH:17][C:16]([Cl:19])=[CH:15][C:14]=2[Cl:20])=[O:10])=[CH:4][N:3]=1.[C:21]([O:25][C:26](=[O:32])[CH2:27][CH2:28][C:29](O)=[O:30])([CH3:24])([CH3:23])[CH3:22].C(N(CC)C(C)C)(C)C.F[P-](F)(F)(F)(F)F.N1(OC(N(C)C)=[N+](C)C)C2N=CC=CC=2N=N1.[Cl-].[NH4+], predict the reaction product. The product is: [Cl:20][C:14]1[CH:15]=[C:16]([Cl:19])[CH:17]=[CH:18][C:13]=1[CH2:12][NH:11][C:9]([C:5]1[C:6]([OH:8])=[N:7][C:2]([NH:1][C:29](=[O:30])[CH2:28][CH2:27][C:26]([O:25][C:21]([CH3:23])([CH3:22])[CH3:24])=[O:32])=[N:3][CH:4]=1)=[O:10].